Dataset: Full USPTO retrosynthesis dataset with 1.9M reactions from patents (1976-2016). Task: Predict the reactants needed to synthesize the given product. (1) Given the product [NH2:2][C:50]1([CH2:53][CH:54]([C:58]2[CH:63]=[CH:62][C:61]([Cl:64])=[CH:60][CH:59]=2)[C:55]([N:40]2[CH2:41][CH2:42][N:37]([C:35]3[C:36]4[CH:28]([CH3:27])[S:29][CH2:30][C:31]=4[N:32]=[CH:33][N:34]=3)[CH2:38][CH2:39]2)=[O:56])[CH2:52][CH2:51]1, predict the reactants needed to synthesize it. The reactants are: C[N:2](C(ON1N=NC2C=CC=CC1=2)=[N+](C)C)C.F[P-](F)(F)(F)(F)F.Cl.Cl.[CH3:27][CH:28]1[C:36]2[C:35]([N:37]3[CH2:42][CH2:41][NH:40][CH2:39][CH2:38]3)=[N:34][CH:33]=[N:32][C:31]=2[CH2:30][S:29]1.C(OC([C:50]1([CH2:53][CH:54]([C:58]2[CH:63]=[CH:62][C:61]([Cl:64])=[CH:60][CH:59]=2)[C:55](O)=[O:56])[CH2:52][CH2:51]1)=O)(C)(C)C. (2) Given the product [Cl:1][C:2]1[CH:3]=[C:4]([NH:9][C:10]2[N:15]=[C:14]([NH:16][CH2:17][CH2:18][CH2:19][O:20][CH3:21])[C:13]([C:22]3[S:24][CH:27]=[C:28]([C:30]4[CH:35]=[CH:34][N:33]=[CH:32][CH:31]=4)[N:23]=3)=[CH:12][N:11]=2)[CH:5]=[CH:6][C:7]=1[F:8], predict the reactants needed to synthesize it. The reactants are: [Cl:1][C:2]1[CH:3]=[C:4]([NH:9][C:10]2[N:15]=[C:14]([NH:16][CH2:17][CH2:18][CH2:19][O:20][CH3:21])[C:13]([C:22](=[S:24])[NH2:23])=[CH:12][N:11]=2)[CH:5]=[CH:6][C:7]=1[F:8].Br.Br[CH2:27][C:28]([C:30]1[CH:35]=[CH:34][N:33]=[CH:32][CH:31]=1)=O. (3) Given the product [Cl:1][C:2]1[CH:3]=[N:4][CH:5]=[C:6]([Cl:23])[C:7]=1[CH2:8][C:9]([C:11]1[C:20]2[O:19][CH2:18][CH2:17][O:16][C:15]=2[C:14]([O:21][CH3:22])=[CH:13][CH:12]=1)=[O:10], predict the reactants needed to synthesize it. The reactants are: [Cl:1][C:2]1[CH:3]=[N:4][CH:5]=[C:6]([Cl:23])[C:7]=1[CH2:8][CH:9]([C:11]1[C:20]2[O:19][CH2:18][CH2:17][O:16][C:15]=2[C:14]([O:21][CH3:22])=[CH:13][CH:12]=1)[OH:10].CC(C)=O.OS(O)(=O)=O.O=[Cr](=O)=O. (4) Given the product [CH3:14][Si:13]([CH3:16])([CH3:15])[CH2:12][CH2:11][O:10][CH2:9][N:8]([CH2:17][O:18][CH2:19][CH2:20][Si:21]([CH3:24])([CH3:23])[CH3:22])[C:6]1[N:5]2[N:25]=[CH:26][CH:27]=[C:4]2[N:3]=[C:2]([C:41]#[N:42])[CH:7]=1, predict the reactants needed to synthesize it. The reactants are: Cl[C:2]1[CH:7]=[C:6]([N:8]([CH2:17][O:18][CH2:19][CH2:20][Si:21]([CH3:24])([CH3:23])[CH3:22])[CH2:9][O:10][CH2:11][CH2:12][Si:13]([CH3:16])([CH3:15])[CH3:14])[N:5]2[N:25]=[CH:26][CH:27]=[C:4]2[N:3]=1.C([Sn]([C:41]#[N:42])(CCCC)CCCC)CCC. (5) Given the product [NH:2]1[C:1]([C:3]2([CH2:6][CH2:7][CH2:8][CH2:9][CH2:10][CH2:11][CH2:12][CH2:13][CH2:14][CH2:15][CH2:16][CH2:17][C:18]3([C:21]([OH:23])=[O:22])[CH2:19][CH2:20]3)[CH2:4][CH2:5]2)=[N:26][N:25]=[N:24]1, predict the reactants needed to synthesize it. The reactants are: [C:1]([C:3]1([CH2:6][CH2:7][CH2:8][CH2:9][CH2:10][CH2:11][CH2:12][CH2:13][CH2:14][CH2:15][CH2:16][CH2:17][C:18]2([C:21]([OH:23])=[O:22])[CH2:20][CH2:19]2)[CH2:5][CH2:4]1)#[N:2].[N-:24]=[N+:25]=[N-:26].[Na+].Cl.C(N(CC)CC)C.